Dataset: Hepatocyte clearance measurements from AstraZeneca. Task: Regression/Classification. Given a drug SMILES string, predict its absorption, distribution, metabolism, or excretion properties. Task type varies by dataset: regression for continuous measurements (e.g., permeability, clearance, half-life) or binary classification for categorical outcomes (e.g., BBB penetration, CYP inhibition). For this dataset (clearance_hepatocyte_az), we predict log10(clearance) (log10 of the in vitro intrinsic clearance, CLint, in uL/min per 10^6 hepatocytes; values are censored to the assay range of 3 to 150, which is 0.477 to 2.18 on this log10 scale). (1) The compound is C[C@@](C(=O)O[C@H]1C[N+]2(CCCOc3ccc(F)cc3)CCC1CC2)(c1ccccc1)N1CCCCC1. The log10(clearance) is 1.82. (2) The log10(clearance) is 1.18. The compound is CCC(CC)n1nc(C)c(C(=O)N[C@@H](C)C(C)(C)C)c1NS(=O)(=O)c1ccc(C)cc1. (3) The molecule is O=C(Nc1c(Cl)cncc1Cl)c1ccc(OC(F)F)c(OCC2CC2)c1. The log10(clearance) is 2.18. (4) The compound is CCCCN(CCNCCc1ccc(O)c2[nH]c(=O)sc12)C(=O)CCOCCc1ccccc1. The log10(clearance) is 1.41.